Dataset: Full USPTO retrosynthesis dataset with 1.9M reactions from patents (1976-2016). Task: Predict the reactants needed to synthesize the given product. (1) Given the product [CH3:19][C:10]1[C:11]([C:15]([O:17][CH3:18])=[O:16])=[CH:12][CH:13]=[CH:14][C:9]=1[C:5]1[C:4]([CH3:20])=[CH:3][C:2]([O:1][CH2:32][CH2:33][CH2:34][S:35]([CH3:38])(=[O:37])=[O:36])=[CH:7][C:6]=1[CH3:8], predict the reactants needed to synthesize it. The reactants are: [OH:1][C:2]1[CH:7]=[C:6]([CH3:8])[C:5]([C:9]2[CH:14]=[CH:13][CH:12]=[C:11]([C:15]([O:17][CH3:18])=[O:16])[C:10]=2[CH3:19])=[C:4]([CH3:20])[CH:3]=1.CC1C=CC(S(O[CH2:32][CH2:33][CH2:34][S:35]([CH3:38])(=[O:37])=[O:36])(=O)=O)=CC=1.C(=O)([O-])[O-].[K+].[K+].O. (2) Given the product [NH2:1][C:2]1[N:3]([CH3:24])[C:4](=[O:23])[C:5]2([N:22]=1)[CH:18]1[CH:13]([CH2:14][C:15]([F:20])([F:19])[CH2:16][CH2:17]1)[O:12][C:11]1[C:6]2=[CH:7][C:8]([C:28]2[CH:29]=[N:30][CH:31]=[C:26]([Cl:25])[CH:27]=2)=[CH:9][CH:10]=1, predict the reactants needed to synthesize it. The reactants are: [NH2:1][C:2]1[N:3]([CH3:24])[C:4](=[O:23])[C:5]2([N:22]=1)[CH:18]1[CH:13]([CH2:14][C:15]([F:20])([F:19])[CH2:16][CH2:17]1)[O:12][C:11]1[C:6]2=[CH:7][C:8](Br)=[CH:9][CH:10]=1.[Cl:25][C:26]1[CH:27]=[C:28](B(O)O)[CH:29]=[N:30][CH:31]=1.C([O-])([O-])=O.[Na+].[Na+].O1CCOCC1. (3) Given the product [C@@H:6]1([N:24]2[C:32]3[C:27](=[CH:28][CH:29]=[C:30]([CH3:33])[CH:31]=3)[C:26]([S:34][C:35]3[CH:40]=[CH:39][C:38]([O:41][CH3:42])=[CH:37][CH:36]=3)=[CH:25]2)[O:7][C@H:8]([CH2:19][OH:20])[C@@H:9]([OH:15])[C@H:10]([OH:11])[C@H:5]1[OH:4], predict the reactants needed to synthesize it. The reactants are: C([O:4][C@@H:5]1[C@@H:10]([O:11]C(=O)C)[C@H:9]([O:15]C(=O)C)[C@@H:8]([CH2:19][O:20]C(=O)C)[O:7][C@H:6]1[N:24]1[C:32]2[C:27](=[CH:28][CH:29]=[C:30]([CH3:33])[CH:31]=2)[C:26]([S:34][C:35]2[CH:40]=[CH:39][C:38]([O:41][CH3:42])=[CH:37][CH:36]=2)=[CH:25]1)(=O)C.C[O-].[Na+].C(O)(=O)C. (4) Given the product [ClH:10].[Cl:10][CH2:2][C:1]([C:4]1[CH:5]=[N:6][CH:7]=[CH:8][CH:9]=1)=[O:3], predict the reactants needed to synthesize it. The reactants are: [C:1]([C:4]1[CH:5]=[N:6][CH:7]=[CH:8][CH:9]=1)(=[O:3])[CH3:2].[ClH:10].CCOCC. (5) Given the product [CH2:29]([NH:1][C:2]1[C:3](=[O:20])[N:4]([C:14]2[CH:15]=[CH:16][CH:17]=[CH:18][CH:19]=2)[CH:5]=[C:6]([C:8]2[CH:13]=[CH:12][CH:11]=[CH:10][N:9]=2)[CH:7]=1)[C:23]1[CH:28]=[CH:27][CH:26]=[CH:25][CH:24]=1, predict the reactants needed to synthesize it. The reactants are: [NH2:1][C:2]1[C:3](=[O:20])[N:4]([C:14]2[CH:19]=[CH:18][CH:17]=[CH:16][CH:15]=2)[CH:5]=[C:6]([C:8]2[CH:13]=[CH:12][CH:11]=[CH:10][N:9]=2)[CH:7]=1.[H-].[Na+].[C:23]1([CH3:29])[CH:28]=[CH:27][CH:26]=[CH:25][CH:24]=1.C(Cl)C1C=CC=CC=1. (6) Given the product [NH2:4][C:5]1[CH:10]=[C:9]([C:11]2[CH:16]=[CH:15][C:14]([Cl:17])=[C:13]([F:18])[C:12]=2[CH2:19][F:20])[N:8]=[C:7]([C:21]([O:23][CH3:24])=[O:22])[C:6]=1[Cl:25], predict the reactants needed to synthesize it. The reactants are: C([NH:4][C:5]1[CH:10]=[C:9]([C:11]2[CH:16]=[CH:15][C:14]([Cl:17])=[C:13]([F:18])[C:12]=2[CH2:19][F:20])[N:8]=[C:7]([C:21]([O:23][CH3:24])=[O:22])[C:6]=1[Cl:25])(=O)C.CO.C(Cl)(=O)C. (7) Given the product [NH:22]1[C:30]2[C:25](=[CH:26][C:27]([NH:31][C:17]([C:10]3[CH:9]([C:6]4[CH:5]=[CH:4][C:3]([C:2]([F:20])([F:21])[F:1])=[CH:8][CH:7]=4)[CH2:14][C:13](=[O:15])[NH:12][C:11]=3[CH3:16])=[O:18])=[CH:28][CH:29]=2)[CH:24]=[N:23]1, predict the reactants needed to synthesize it. The reactants are: [F:1][C:2]([F:21])([F:20])[C:3]1[CH:8]=[CH:7][C:6]([CH:9]2[CH2:14][C:13](=[O:15])[NH:12][C:11]([CH3:16])=[C:10]2[C:17](O)=[O:18])=[CH:5][CH:4]=1.[NH:22]1[C:30]2[C:25](=[CH:26][C:27]([NH2:31])=[CH:28][CH:29]=2)[CH:24]=[N:23]1.C(Cl)CCl.CCN(CC)CC.